This data is from Forward reaction prediction with 1.9M reactions from USPTO patents (1976-2016). The task is: Predict the product of the given reaction. (1) Given the reactants [CH:1]1([C:4]2[C:5]([N:24]([C:29]3[CH:30]=[C:31]([F:42])[C:32]([N+:39]([O-])=O)=[C:33]([CH:38]=3)[C:34]([O:36][CH3:37])=[O:35])[S:25]([CH3:28])(=[O:27])=[O:26])=[CH:6][C:7]3[O:11][C:10]([C:12]4[CH:17]=[CH:16][C:15]([F:18])=[CH:14][CH:13]=4)=[C:9]([C:19](=[O:22])[NH:20][CH3:21])[C:8]=3[CH:23]=2)[CH2:3][CH2:2]1.CO, predict the reaction product. The product is: [NH2:39][C:32]1[C:31]([F:42])=[CH:30][C:29]([N:24]([C:5]2[C:4]([CH:1]3[CH2:3][CH2:2]3)=[CH:23][C:8]3[C:9]([C:19](=[O:22])[NH:20][CH3:21])=[C:10]([C:12]4[CH:13]=[CH:14][C:15]([F:18])=[CH:16][CH:17]=4)[O:11][C:7]=3[CH:6]=2)[S:25]([CH3:28])(=[O:27])=[O:26])=[CH:38][C:33]=1[C:34]([O:36][CH3:37])=[O:35]. (2) Given the reactants [CH3:1][O:2][C:3]1[CH:4]=[C:5]([CH:10]=[CH:11][C:12]=1[O:13][CH3:14])[CH:6]=[CH:7][CH:8]=O.[C:15]([CH2:17][C:18]([N-:20][CH2:21][C:22]1[CH:27]=[CH:26][CH:25]=[CH:24][CH:23]=1)=[O:19])#[N:16], predict the reaction product. The product is: [CH2:21]([NH:20][C:18](/[C:17](=[CH:8]/[CH:7]=[CH:6]/[C:5]1[CH:10]=[CH:11][C:12]([O:13][CH3:14])=[C:3]([O:2][CH3:1])[CH:4]=1)/[C:15]#[N:16])=[O:19])[C:22]1[CH:27]=[CH:26][CH:25]=[CH:24][CH:23]=1. (3) Given the reactants [CH2:1]([O:8][N:9]1[CH2:12][C@@H:11]([CH2:13][CH2:14][CH2:15]CC)C1=O)[C:2]1[CH:7]=[CH:6][CH:5]=[CH:4][CH:3]=1.[OH2:19].[OH-:20].[Li+].O.Cl.[CH2:24]1[CH2:28]OCC1.O.[CH3:30]O, predict the reaction product. The product is: [CH2:1]([O:8][NH:9][CH:12]([CH2:28][CH3:24])[CH2:11][CH2:13][C@@H:14]([CH3:15])[C:30]([OH:20])=[O:19])[C:2]1[CH:3]=[CH:4][CH:5]=[CH:6][CH:7]=1. (4) Given the reactants [CH2:1]([NH:3][C:4]1[S:5][C@H:6]2[O:12][C@H:11]([CH:13]=O)[C@@H:10]([OH:15])[C@H:9]([OH:16])[C@H:7]2[N:8]=1)[CH3:2].Cl.[CH3:18][NH:19][CH3:20].C([BH3-])#N.[Na+].CO.C(Cl)Cl, predict the reaction product. The product is: [CH3:18][N:19]([CH2:13][CH:11]1[O:12][CH:6]2[CH:7]([N:8]=[C:4]([NH:3][CH2:1][CH3:2])[S:5]2)[CH:9]([OH:16])[CH:10]1[OH:15])[CH3:20]. (5) Given the reactants C([Li])CCC.C(NC(C)C)(C)C.[C:13]([O:17][C:18]([N:20]1[CH2:25][CH2:24][C:23](=[O:26])[CH2:22][CH2:21]1)=[O:19])([CH3:16])([CH3:15])[CH3:14].C1C=CC(N([S:34]([C:37]([F:40])([F:39])[F:38])(=[O:36])=[O:35])[S:34]([C:37]([F:40])([F:39])[F:38])(=[O:36])=[O:35])=CC=1, predict the reaction product. The product is: [F:38][C:37]([F:40])([F:39])[S:34]([O:26][C:23]1[CH2:22][CH2:21][N:20]([C:18]([O:17][C:13]([CH3:16])([CH3:14])[CH3:15])=[O:19])[CH2:25][CH:24]=1)(=[O:36])=[O:35]. (6) Given the reactants Br[CH2:2][CH2:3][O:4][C:5]1[CH:12]=[CH:11][C:8]([C:9]#[N:10])=[CH:7][C:6]=1[F:13].[C:14]([O:18][C:19]([N:21]1[CH2:28][CH:27]2[O:29][CH:23]([CH2:24][NH:25][CH2:26]2)[CH2:22]1)=[O:20])([CH3:17])([CH3:16])[CH3:15].C([O-])([O-])=O.[K+].[K+], predict the reaction product. The product is: [C:14]([O:18][C:19]([N:21]1[CH2:22][CH:23]2[O:29][CH:27]([CH2:26][NH:25][CH2:24]2)[CH:28]1[CH2:2][CH2:3][O:4][C:5]1[CH:12]=[CH:11][C:8]([C:9]#[N:10])=[CH:7][C:6]=1[F:13])=[O:20])([CH3:17])([CH3:15])[CH3:16]. (7) Given the reactants [F:1][C:2]([F:11])([F:10])[C:3]1[N:8]=[C:7](O)[CH:6]=[CH:5][N:4]=1.P(Br)(Br)[Br:13], predict the reaction product. The product is: [Br:13][C:7]1[CH:6]=[CH:5][N:4]=[C:3]([C:2]([F:11])([F:10])[F:1])[N:8]=1. (8) The product is: [CH3:22][O:21][C:14]1[CH:15]=[CH:16][C:17]([O:19][CH3:20])=[C:18]2[C:13]=1[CH2:12][CH2:11][CH2:10][CH:9]2[NH:8][C:6]1[CH:7]=[C:2]([N:27]2[CH2:32][CH2:31][NH:30][CH2:29][CH2:28]2)[CH:3]=[CH:4][C:5]=1[S:23]([CH3:26])(=[O:25])=[O:24]. Given the reactants F[C:2]1[CH:3]=[CH:4][C:5]([S:23]([CH3:26])(=[O:25])=[O:24])=[C:6]([NH:8][CH:9]2[C:18]3[C:13](=[C:14]([O:21][CH3:22])[CH:15]=[CH:16][C:17]=3[O:19][CH3:20])[CH2:12][CH2:11][CH2:10]2)[CH:7]=1.[NH:27]1[CH2:32][CH2:31][NH:30][CH2:29][CH2:28]1.C(N(C(C)C)CC)(C)C, predict the reaction product. (9) Given the reactants [I:1][C:2]1[C:10]2[C:5](=[CH:6][CH:7]=[C:8]([C:11]([OH:13])=O)[CH:9]=2)[NH:4][N:3]=1.CN(C(ON1N=N[C:24]2[CH:25]=[CH:26][CH:27]=[CH:28][C:23]1=2)=[N+](C)C)C.[B-](F)(F)(F)F.[CH3:36][CH2:37][N:38](C(C)C)C(C)C.CN([CH:48]=[O:49])C, predict the reaction product. The product is: [OH:49][CH2:48][CH2:36][C@H:37]([NH:38][C:11]([C:8]1[CH:9]=[C:10]2[C:5](=[CH:6][CH:7]=1)[NH:4][N:3]=[C:2]2[I:1])=[O:13])[C:23]1[CH:24]=[CH:25][CH:26]=[CH:27][CH:28]=1. (10) Given the reactants [CH2:1]([S:3](Cl)(=[O:5])=[O:4])[CH3:2].[S:7]1[C:11]2[CH:12]=[CH:13][CH:14]=[CH:15][C:10]=2[CH:9]=[C:8]1[C:16]1[C:17]([N:28](C(OC(C)(C)C)=O)C(=O)OC(C)(C)C)=[N:18][CH:19]=[C:20]([N:22]2[CH2:27][CH2:26][NH:25][CH2:24][CH2:23]2)[N:21]=1.C(N(CC)CC)C.Cl.O1CCOCC1, predict the reaction product. The product is: [S:7]1[C:8]([C:16]2[C:17]([NH2:28])=[N:18][CH:19]=[C:20]([N:22]3[CH2:27][CH2:26][N:25]([S:3]([CH2:1][CH3:2])(=[O:5])=[O:4])[CH2:24][CH2:23]3)[N:21]=2)=[CH:9][C:10]2[CH:15]=[CH:14][CH:13]=[CH:12][C:11]1=2.